From a dataset of Full USPTO retrosynthesis dataset with 1.9M reactions from patents (1976-2016). Predict the reactants needed to synthesize the given product. (1) Given the product [F:1][C:2]1[CH:3]=[C:4]([N:15]2[CH2:19][C@H:18]([C:20]([NH2:28])=[O:21])[O:17][C:16]2=[O:27])[CH:5]=[C:6]([F:14])[C:7]=1[N:8]1[CH2:13][CH2:12][O:11][CH2:10][CH2:9]1, predict the reactants needed to synthesize it. The reactants are: [F:1][C:2]1[CH:3]=[C:4]([N:15]2[CH2:19][C@H:18]([C:20](OCCCC)=[O:21])[O:17][C:16]2=[O:27])[CH:5]=[C:6]([F:14])[C:7]=1[N:8]1[CH2:13][CH2:12][O:11][CH2:10][CH2:9]1.[NH3:28]. (2) Given the product [NH2:25][C:8]1[N:7]=[C:6]([O:5][CH2:1][CH2:2][CH2:3][CH3:4])[N:14]=[C:13]2[C:9]=1[NH:10][C:11](=[O:23])[N:12]2[CH2:15][CH2:16][CH:17]1[CH2:22][CH2:21][CH2:20][N:19]([CH:27]([CH3:29])[CH3:28])[CH2:18]1, predict the reactants needed to synthesize it. The reactants are: [CH2:1]([O:5][C:6]1[N:14]=[C:13]2[C:9]([N:10]=[C:11]([O:23]C)[N:12]2[CH2:15][CH2:16][CH:17]2[CH2:22][CH2:21][CH2:20][NH:19][CH2:18]2)=[C:8]([NH2:25])[N:7]=1)[CH2:2][CH2:3][CH3:4].I[CH:27]([CH3:29])[CH3:28]. (3) The reactants are: [CH3:1][C:2]1[CH:11]=[CH:10][C:5]([C:6]([O:8]C)=[O:7])=[C:4]([N:12]2[CH2:16][CH2:15][CH2:14][CH2:13]2)[CH:3]=1.[OH-].[Na+]. Given the product [CH3:1][C:2]1[CH:11]=[CH:10][C:5]([C:6]([OH:8])=[O:7])=[C:4]([N:12]2[CH2:16][CH2:15][CH2:14][CH2:13]2)[CH:3]=1, predict the reactants needed to synthesize it. (4) Given the product [CH2:1]([C:3]1[C:8]([C:9]#[C:10][C:11]2[CH:12]=[N:13][C:14]([NH:17][CH3:18])=[CH:15][CH:16]=2)=[C:7]([C:19]2[CH:27]=[CH:26][C:22]([C:23]([N:34]3[CH2:35][CH2:36][N:31]([CH2:29][CH3:30])[CH2:32][CH2:33]3)=[O:24])=[C:21]([F:28])[CH:20]=2)[CH:6]=[CH:5][N:4]=1)[CH3:2], predict the reactants needed to synthesize it. The reactants are: [CH2:1]([C:3]1[C:8]([C:9]#[C:10][C:11]2[CH:12]=[N:13][C:14]([NH:17][CH3:18])=[CH:15][CH:16]=2)=[C:7]([C:19]2[CH:27]=[CH:26][C:22]([C:23](O)=[O:24])=[C:21]([F:28])[CH:20]=2)[CH:6]=[CH:5][N:4]=1)[CH3:2].[CH2:29]([N:31]1[CH2:36][CH2:35][NH:34][CH2:33][CH2:32]1)[CH3:30].CN(C(ON1N=NC2C=CC=NC1=2)=[N+](C)C)C.F[P-](F)(F)(F)(F)F.CCN(C(C)C)C(C)C. (5) Given the product [CH2:1]([N:6]1[C:12](=[O:13])[C:11]2[C:15](=[CH:16][CH:17]=[CH:18][CH:10]=2)[C:4]2[CH:3]=[C:2]([CH3:1])[CH:8]=[CH:7][C:5]1=2)[CH2:2][CH2:3][CH3:4], predict the reactants needed to synthesize it. The reactants are: [CH3:1][C:2]1[CH:8]=[CH:7][C:5]([NH2:6])=[CH:4][CH:3]=1.Br[C:10]1[CH:18]=[CH:17][CH:16]=[CH:15][C:11]=1[C:12](Cl)=[O:13].